This data is from Experimentally validated miRNA-target interactions with 360,000+ pairs, plus equal number of negative samples. The task is: Binary Classification. Given a miRNA mature sequence and a target amino acid sequence, predict their likelihood of interaction. (1) The miRNA is hsa-miR-6889-3p with sequence UCUGUGCCCCUACUUCCCAG. The protein sequence of the target gene is MKLLKPTWVNHNGKPIFSVDIHPDGTKFATGGQGQDSGKVVIWNMSPVLQEDDEKDENIPKMLCQMDNHLACVNCVRWSNSGMYLASGGDDKLIMVWKRATYIGPSTVFGSSGKLANVEQWRCVSILRSHSGDVMDVAWSPHDAWLASCSVDNTVVIWNAVKFPEILATLRGHSGLVKGLTWDPVGKYIASQADDRSLKVWRTLDWQLETSITKPFDECGGTTHVLRLSWSPDGHYLVSAHAMNNSGPTAQIIEREGWKTNMDFVGHRKAVTVVKFNPKIFKKKQKNGSSTKPSCPYCCC.... Result: 0 (no interaction). (2) The miRNA is hsa-miR-4731-5p with sequence UGCUGGGGGCCACAUGAGUGUG. The protein sequence of the target gene is MVLLKEYRVILPVSVDEYQVGQLYSVAEASKNETGGGEGVEVLVNEPYEKDDGEKGQYTHKIYHLQSKVPTFVRMLAPEGALNIHEKAWNAYPYCRTVITNEYMKEDFLIKIETWHKPDLGTQENVHKLEPEAWKHVEAIYIDIADRSQVLSKDYKAEEDPAKFKSVKTGRGPLGPNWKQELVNQKDCPYMCAYKLVTVKFKWWGLQNKVENFIHKQEKRLFTNFHRQLFCWLDKWVDLTMDDIRRMEEETKRQLDEMRQKDPVKGMTADD. Result: 0 (no interaction). (3) The miRNA is hsa-miR-1287-5p with sequence UGCUGGAUCAGUGGUUCGAGUC. The protein sequence of the target gene is MSSKTASTNNIAQARRTVQQLRLEASIERIKVSKASADLMSYCEEHARSDPLLIGIPTSENPFKDKKTCIIL. Result: 1 (interaction). (4) The miRNA is mmu-miR-381-3p with sequence UAUACAAGGGCAAGCUCUCUGU. The protein sequence of the target gene is MRTLLTILTVGSLAAHAPEDPSDLLQHVKFQSSNFENILTWDSGPEGTPDTVYSIEYKTYGERDWVAKKGCQRITRKSCNLTVETGNLTELYYARVTAVSAGGRSATKMTDRFSSLQHTTLKPPDVTCISKVRSIQMIVHPTPTPIRAGDGHRLTLEDIFHDLFYHLELQVNRTYQMHLGGKQREYEFFGLTPDTEFLGTIMICVPTWAKESAPYMCRVKTLPDRTWTYSFSGAFLFSMGFLVAVLCYLSYRYVTKPPAPPNSLNVQRVLTFQPLRFIQEHVLIPVFDLSGPSSLAQPVQ.... Result: 0 (no interaction). (5) The miRNA is hsa-miR-4759 with sequence UAGGACUAGAUGUUGGAAUUA. The protein sequence of the target gene is MLLLLLPLLWGRERAEGQTSKLLTMQSSVTVQEGLCVHVPCSFSYPSHGWIYPGPVVHGYWFREGANTDQDAPVATNNPARAVWEETRDRFHLLGDPHTKNCTLSIRDARRSDAGRYFFRMEKGSIKWNYKHHRLSVNVTALTHRPNILIPGTLESGCPQNLTCSVPWACEQGTPPMISWIGTSVSPLDPSTTRSSVLTLIPQPQDHGTSLTCQVTFPGASVTTNKTVHLNVSYPPQNLTMTVFQGDGTVSTVLGNGSSLSLPEGQSLRLVCAVDAVDSNPPARLSLSWRGLTLCPSQPS.... Result: 1 (interaction). (6) The miRNA is hsa-miR-4521 with sequence GCUAAGGAAGUCCUGUGCUCAG. The protein sequence of the target gene is MPSCTASTMPGMICKNPDLEFDSLQPCFYPDEDDFYFGGPDSTPPGEDIWKKFELLPTPPLSPSRAFPEHSPEPSNWATEMLLPEADLWGNPAEEDAFGLGGLGGLTPNPVILQDCMWSGFSAREKLERAVNEKLQHGHGPPGVSSACSAPGVGASSPGGRALGGSSSASHTGATLPTDLSHPAAECVDPAVVFPFPVNKRESASVPAAPTSAPATSAAVTSVSVPATAPVAAPARAGGRPASSGEAKALSTSGEDTLSDSDDEDDEEEDEEEEIDVVTVEKRRSSSNNKAVTTFTITVR.... Result: 0 (no interaction). (7) The miRNA is hsa-miR-4768-5p with sequence AUUCUCUCUGGAUCCCAUGGAU. The protein sequence of the target gene is MNHSPLKTALAYECFQDQDNSTLALPSDQKMKTGTSGRQRVQEQVMMTVKRQKSKSSQSSTLSHSNRGSMYDGLADNYNNYGTTSRSSYFSKFQAGNGSWGYPIYNGTLKREPDNRRFSSYSQMENWSRHYPRGSCATPGAGSDICFMQKIKASRSEPDLYCDPRGTLRKGTLGSKGHKTTQNRCSFYSTCSGQKAVKKCPVRPPSCTSKQDPVYVPPISCNKDLSFGHSRASSKICSEDIECSGLTIPKAVQYLCSQDEKYQAIGAYYIQHTCFQDESAKQQVYQLGGICKLVDLLRSP.... Result: 0 (no interaction).